This data is from Forward reaction prediction with 1.9M reactions from USPTO patents (1976-2016). The task is: Predict the product of the given reaction. (1) Given the reactants [F:1][C:2]1[CH:7]=[C:6]([F:8])[CH:5]=[CH:4][C:3]=1[C:9]1([C:22]2[CH:27]=[CH:26][C:25]([F:28])=[CH:24][C:23]=2[F:29])[O:13][C:12]2[CH:14]=[C:15]([F:21])[C:16]([S:18]([OH:20])=[O:19])=[CH:17][C:11]=2[O:10]1.[Cl:30]N1C(=O)CCC1=O, predict the reaction product. The product is: [F:1][C:2]1[CH:7]=[C:6]([F:8])[CH:5]=[CH:4][C:3]=1[C:9]1([C:22]2[CH:27]=[CH:26][C:25]([F:28])=[CH:24][C:23]=2[F:29])[O:13][C:12]2[CH:14]=[C:15]([F:21])[C:16]([S:18]([Cl:30])(=[O:20])=[O:19])=[CH:17][C:11]=2[O:10]1. (2) Given the reactants [C:1]1([N:7]2[C:15]3[CH:14]=[CH:13][NH:12][CH2:11][C:10]=3[N:9]=[CH:8]2)[CH:6]=[CH:5][CH:4]=[CH:3][CH:2]=1.[Cl:16][C:17]1[C:25]([C:26]([F:29])([F:28])[F:27])=[CH:24][CH:23]=[CH:22][C:18]=1[C:19](O)=[O:20].CN(C(ON1N=NC2C=CC=NC1=2)=[N+](C)C)C.F[P-](F)(F)(F)(F)F, predict the reaction product. The product is: [Cl:16][C:17]1[C:25]([C:26]([F:28])([F:29])[F:27])=[CH:24][CH:23]=[CH:22][C:18]=1[C:19]([N:12]1[CH:13]=[CH:14][C:15]2[N:7]([C:1]3[CH:2]=[CH:3][CH:4]=[CH:5][CH:6]=3)[CH:8]=[N:9][C:10]=2[CH2:11]1)=[O:20]. (3) Given the reactants [CH3:1][O:2][C:3]1([C:8]([OH:10])=O)[CH2:7][CH2:6][CH2:5][CH2:4]1.C1N=C[N:13](C(N2C=NC=C2)=O)C=1.[NH4+].[OH-].O, predict the reaction product. The product is: [CH3:1][O:2][C:3]1([C:8]([NH2:13])=[O:10])[CH2:7][CH2:6][CH2:5][CH2:4]1. (4) The product is: [Cl:8][C:7]1[C:2]([Cl:1])=[C:3]([S:25](=[O:27])(=[O:26])[NH:28][C@@H:29]([CH3:34])[C:30]([F:31])([F:32])[F:33])[CH:4]=[CH:5][C:6]=1[C:9]1[S:13][C:12]([C:14]2[N:18]=[C:17]([C:19]([OH:22])([CH3:21])[CH3:20])[O:16][N:15]=2)=[N:11][C:10]=1[C:23]([OH:37])=[O:24]. Given the reactants [Cl:1][C:2]1[C:7]([Cl:8])=[C:6]([C:9]2[S:13][C:12]([C:14]3[N:18]=[C:17]([C:19]([OH:22])([CH3:21])[CH3:20])[O:16][N:15]=3)=[N:11][C:10]=2[CH2:23][OH:24])[CH:5]=[CH:4][C:3]=1[S:25]([NH:28][C@@H:29]([CH3:34])[C:30]([F:33])([F:32])[F:31])(=[O:27])=[O:26].C(O)(=[O:37])C.C(O)(=O)C.IC1C=CC=CC=1.CC1(C)N([O])C(C)(C)CCC1, predict the reaction product. (5) Given the reactants [NH2:1][C:2]1[N:7]=[CH:6][N:5]=[C:4]([CH2:8][C:9]2[CH:14]=[CH:13][C:12]([NH:15]C(NC3C=CC(CC)=CC=3)=O)=[CH:11][CH:10]=2)[CH:3]=1.[C:27]([C:31]1[CH:36]=[CH:35][C:34]([N:37]=[C:38]=[O:39])=[CH:33][CH:32]=1)([CH3:30])([CH3:29])[CH3:28], predict the reaction product. The product is: [NH2:1][C:2]1[N:7]=[CH:6][N:5]=[C:4]([CH2:8][C:9]2[CH:14]=[CH:13][C:12]([NH:15][C:38]([NH:37][C:34]3[CH:35]=[CH:36][C:31]([C:27]([CH3:30])([CH3:28])[CH3:29])=[CH:32][CH:33]=3)=[O:39])=[CH:11][CH:10]=2)[CH:3]=1. (6) Given the reactants COC(=O)COC1C=CC(CN2C3C(=CC(N)=CC=3)C=C2)=CC=1.[CH3:24][O:25][C:26](=[O:61])[CH2:27][O:28][C:29]1[CH:34]=[CH:33][C:32]([CH2:35][N:36]2[C:44]3[C:39](=[CH:40][C:41]([NH:45][S:46]([C:49]4[CH:54]=[CH:53][C:52]([C:55]5[CH:60]=[CH:59][CH:58]=[CH:57][CH:56]=5)=[CH:51][CH:50]=4)(=[O:48])=[O:47])=[CH:42][CH:43]=3)[CH:38]=[CH:37]2)=[CH:31][CH:30]=1, predict the reaction product. The product is: [CH3:24][O:25][C:26](=[O:61])[CH2:27][O:28][C:29]1[CH:34]=[CH:33][C:32]([CH2:35][N:36]2[C:44]3[C:39](=[CH:40][C:41]([NH:45][S:46]([C:49]4[CH:54]=[CH:53][C:52]([C:55]5[CH:56]=[CH:57][CH:58]=[CH:59][CH:60]=5)=[CH:51][CH:50]=4)(=[O:48])=[O:47])=[CH:42][CH:43]=3)[CH:38]=[CH:37]2)=[CH:31][CH:30]=1.[C:52]1([C:55]2[CH:56]=[CH:57][CH:58]=[CH:59][CH:60]=2)[CH:51]=[CH:50][C:49]([S:46]([NH:45][C:41]2[CH:40]=[C:39]3[C:44](=[CH:43][CH:42]=2)[N:36]([CH2:35][C:32]2[CH:33]=[CH:34][C:29]([O:28][CH2:27][C:26]([OH:61])=[O:25])=[CH:30][CH:31]=2)[CH:37]=[CH:38]3)(=[O:48])=[O:47])=[CH:54][CH:53]=1.